Predict the reaction yield, written as a fraction of the theoretical maximum amount of product (1.0 means a 100% yield; for example, 0.34 means a 34% yield). From a dataset of Reaction yield outcomes from USPTO patents with 853,638 reactions. The reactants are [CH2:1]([OH:4])[CH2:2][OH:3].[C:5](#[N:8])[CH:6]=[CH2:7].Cl. The catalyst is CO. The product is [CH2:1]([O:4][CH2:7][CH2:6][C:5]#[N:8])[CH2:2][O:3][CH2:7][CH2:6][C:5]#[N:8]. The yield is 0.399.